This data is from Peptide-MHC class I binding affinity with 185,985 pairs from IEDB/IMGT. The task is: Regression. Given a peptide amino acid sequence and an MHC pseudo amino acid sequence, predict their binding affinity value. This is MHC class I binding data. (1) The peptide sequence is STALNCNESL. The MHC is Patr-B0101 with pseudo-sequence Patr-B0101. The binding affinity (normalized) is 0.386. (2) The peptide sequence is FRQVCHTT. The MHC is Mamu-B03 with pseudo-sequence Mamu-B03. The binding affinity (normalized) is 0.404. (3) The peptide sequence is PHDPDFLVL. The MHC is HLA-A01:01 with pseudo-sequence HLA-A01:01. The binding affinity (normalized) is 0.0847. (4) The peptide sequence is RPRGEVRFL. The MHC is HLA-A02:01 with pseudo-sequence HLA-A02:01. The binding affinity (normalized) is 0. (5) The peptide sequence is APRTLVYLL. The MHC is HLA-A02:03 with pseudo-sequence HLA-A02:03. The binding affinity (normalized) is 0.130. (6) The peptide sequence is LMPILTLTR. The MHC is HLA-A31:01 with pseudo-sequence HLA-A31:01. The binding affinity (normalized) is 0.392. (7) The peptide sequence is NYIEPYLEQA. The MHC is H-2-Kd with pseudo-sequence H-2-Kd. The binding affinity (normalized) is 0.